Dataset: Forward reaction prediction with 1.9M reactions from USPTO patents (1976-2016). Task: Predict the product of the given reaction. (1) The product is: [Cl:24][C:25]1[CH:30]=[CH:29][C:28]([C:2]2[CH:3]=[N:4][N:5]3[C:10]([C:11]4[CH:12]=[C:13]([NH:17][C:18](=[O:23])[CH2:19][CH:20]([CH3:22])[CH3:21])[CH:14]=[CH:15][CH:16]=4)=[CH:9][CH:8]=[N:7][C:6]=23)=[CH:27][CH:26]=1. Given the reactants Br[C:2]1[CH:3]=[N:4][N:5]2[C:10]([C:11]3[CH:12]=[C:13]([NH:17][C:18](=[O:23])[CH2:19][CH:20]([CH3:22])[CH3:21])[CH:14]=[CH:15][CH:16]=3)=[CH:9][CH:8]=[N:7][C:6]=12.[Cl:24][C:25]1[CH:30]=[CH:29][C:28](B(O)O)=[CH:27][CH:26]=1, predict the reaction product. (2) Given the reactants [O:1]=[C:2]1[NH:15][C:5]2([C:14]3[C:9](=[CH:10][CH:11]=[CH:12][CH:13]=3)[CH2:8][CH2:7][CH2:6]2)[C:4](=[O:16])[N:3]1[CH2:17][C:18]([O:20]C(C)(C)C)=[O:19].C(O)(C(F)(F)F)=O, predict the reaction product. The product is: [O:1]=[C:2]1[NH:15][C:5]2([C:14]3[C:9](=[CH:10][CH:11]=[CH:12][CH:13]=3)[CH2:8][CH2:7][CH2:6]2)[C:4](=[O:16])[N:3]1[CH2:17][C:18]([OH:20])=[O:19]. (3) Given the reactants [CH:1]([C:4]1[CH:9]=[CH:8][CH:7]=[C:6]([CH:10]([CH3:12])[CH3:11])[C:5]=1[C:13]1[N:17]2[C:18]3[CH:19]=[CH:20][CH:21]=[CH:22][C:23]=3[C:24]3[CH:25]=[CH:26][C:27]([O:30]C)=[CH:28][C:29]=3[C:16]2=[N:15][CH:14]=1)([CH3:3])[CH3:2].B(Br)(Br)Br.O, predict the reaction product. The product is: [CH:1]([C:4]1[CH:9]=[CH:8][CH:7]=[C:6]([CH:10]([CH3:12])[CH3:11])[C:5]=1[C:13]1[N:17]2[C:18]3[CH:19]=[CH:20][CH:21]=[CH:22][C:23]=3[C:24]3[CH:25]=[CH:26][C:27]([OH:30])=[CH:28][C:29]=3[C:16]2=[N:15][CH:14]=1)([CH3:2])[CH3:3]. (4) Given the reactants [F:1][C:2]1[CH:39]=[CH:38][C:5]([O:6][C:7]2[CH:12]=[CH:11][C:10]([NH:13][C:14]3[C:23]4[C:18](=[CH:19][C:20]([O:36][CH3:37])=[C:21]([NH:24][C:25](=[O:35])[CH2:26]P(=O)(OCC)OCC)[CH:22]=4)[N:17]=[CH:16][N:15]=3)=[CH:9][CH:8]=2)=[CH:4][CH:3]=1.[CH3:40][N:41]([CH3:49])[CH2:42][CH:43](O)S([O-])(=O)=O.[Na+].[Li+].[Cl-].C(O[K])(C)(C)C, predict the reaction product. The product is: [CH3:40][N:41]([CH3:49])[CH2:42]/[CH:43]=[CH:26]/[C:25]([NH:24][C:21]1[CH:22]=[C:23]2[C:18](=[CH:19][C:20]=1[O:36][CH3:37])[N:17]=[CH:16][N:15]=[C:14]2[NH:13][C:10]1[CH:9]=[CH:8][C:7]([O:6][C:5]2[CH:4]=[CH:3][C:2]([F:1])=[CH:39][CH:38]=2)=[CH:12][CH:11]=1)=[O:35].